This data is from hERG potassium channel inhibition data for cardiac toxicity prediction from Karim et al.. The task is: Regression/Classification. Given a drug SMILES string, predict its toxicity properties. Task type varies by dataset: regression for continuous values (e.g., LD50, hERG inhibition percentage) or binary classification for toxic/non-toxic outcomes (e.g., AMES mutagenicity, cardiotoxicity, hepatotoxicity). Dataset: herg_karim. (1) The drug is O=C(NCc1ccc(OC(F)(F)F)cc1)C1c2ccccc2C(=O)N1Cc1ccc(C(F)(F)F)cn1. The result is 1 (blocker). (2) The drug is Cc1ncoc1-c1nnc(SCCCN2CC3CCN(c4cccc(C#N)c4)C3C2)n1C. The result is 1 (blocker). (3) The compound is O=C(O)COC[C@H]1CC[C@H](COC(=O)N(c2ccccc2)c2ccc(Cl)cc2)CC1. The result is 0 (non-blocker).